Dataset: Catalyst prediction with 721,799 reactions and 888 catalyst types from USPTO. Task: Predict which catalyst facilitates the given reaction. (1) Reactant: [C:1]1([NH:7][C:8](=[O:14])[O:9][C:10]([CH3:13])([CH3:12])[CH3:11])[CH:6]=[CH:5][CH:4]=[CH:3][CH:2]=1.[Li]CCCC.Br[CH2:21][C:22]1[CH:31]=[CH:30][C:29]2[C:24](=[CH:25][CH:26]=[CH:27][CH:28]=2)[C:23]=1[B:32]1[O:36][C:35]([CH3:38])([CH3:37])[C:34]([CH3:40])([CH3:39])[O:33]1.O. Product: [C:1]1([N:7]([CH2:21][C:22]2[CH:31]=[CH:30][C:29]3[C:24](=[CH:25][CH:26]=[CH:27][CH:28]=3)[C:23]=2[B:32]2[O:36][C:35]([CH3:38])([CH3:37])[C:34]([CH3:40])([CH3:39])[O:33]2)[C:8](=[O:14])[O:9][C:10]([CH3:11])([CH3:13])[CH3:12])[CH:6]=[CH:5][CH:4]=[CH:3][CH:2]=1. The catalyst class is: 3. (2) Reactant: [Mg].II.Br[CH2:5][CH2:6][CH:7]=[CH2:8].[Cl:9][C:10]1[CH:29]=[CH:28][C:13]([CH2:14][C:15]2([NH:25][CH:26]=[O:27])[CH2:18][CH:17]([C:19](N(OC)C)=[O:20])[CH2:16]2)=[CH:12][CH:11]=1. Product: [Cl:9][C:10]1[CH:11]=[CH:12][C:13]([CH2:14][C:15]2([NH:25][CH:26]=[O:27])[CH2:16][CH:17]([C:19](=[O:20])[CH2:8][CH2:7][CH:6]=[CH2:5])[CH2:18]2)=[CH:28][CH:29]=1. The catalyst class is: 1. (3) Reactant: [CH2:1]([C:5]1[N:6]=[N:7][C:8]([O:27][CH:28]2[CH2:33][CH2:32][N:31]([CH3:34])[CH2:30][CH2:29]2)=[CH:9][C:10]=1[C:11]1[CH:12]=[CH:13][C:14]([O:20][CH:21]2[CH2:26][CH2:25][CH2:24][CH2:23][CH2:22]2)=[C:15]([CH:19]=1)[C:16](O)=[O:17])[CH2:2][CH2:3][CH3:4].CN(C(ON1N=NC2C=CC=CC1=2)=[N+](C)C)C.F[P-](F)(F)(F)(F)F.C(N(C(C)C)CC)(C)C.[NH2:68][C:69]([CH3:73])([CH3:72])[CH2:70][OH:71]. Product: [CH2:1]([C:5]1[N:6]=[N:7][C:8]([O:27][CH:28]2[CH2:33][CH2:32][N:31]([CH3:34])[CH2:30][CH2:29]2)=[CH:9][C:10]=1[C:11]1[CH:12]=[CH:13][C:14]([O:20][CH:21]2[CH2:26][CH2:25][CH2:24][CH2:23][CH2:22]2)=[C:15]([CH:19]=1)[C:16]([NH:68][C:69]([CH3:73])([CH3:72])[CH2:70][OH:71])=[O:17])[CH2:2][CH2:3][CH3:4]. The catalyst class is: 3. (4) Reactant: [N:1]([CH2:4][C@H:5]1[O:11][CH:8]([O:9][CH3:10])[C@H:7]([OH:12])[C@H:6]1[O:13][CH2:14][CH3:15])=[N+:2]=[N-:3].N1C=CC=CC=1.[F:22][C:23]([F:36])([F:35])[S:24](O[S:24]([C:23]([F:36])([F:35])[F:22])(=[O:26])=[O:25])(=[O:26])=[O:25].CO. Product: [N:1]([CH2:4][C@H:5]1[O:11][CH:8]([O:9][CH3:10])[C@H:7]([O:12][S:24]([C:23]([F:36])([F:35])[F:22])(=[O:26])=[O:25])[C@H:6]1[O:13][CH2:14][CH3:15])=[N+:2]=[N-:3]. The catalyst class is: 2. (5) Reactant: [CH2:1]([C:5]1[N:6]=[C:7]([CH3:27])[NH:8][C:9](=[O:26])[C:10]=1[CH2:11][C:12]1[CH:17]=[CH:16][C:15]([C:18]2[C:19]([C:24]#[N:25])=[CH:20][CH:21]=[CH:22][CH:23]=2)=[CH:14][CH:13]=1)[CH2:2][CH2:3][CH3:4].[CH3:28][O:29][C:30]([C:32]1[C:40]2[O:39][CH2:38][CH2:37][C:36]=2[CH:35]=[C:34](B(O)O)[CH:33]=1)=[O:31].C(N(CC)CC)C.N1C=CC=CC=1. Product: [CH2:1]([C:5]1[N:6]=[C:7]([CH3:27])[N:8]([C:34]2[CH:33]=[C:32]([C:30]([O:29][CH3:28])=[O:31])[C:40]3[O:39][CH2:38][CH2:37][C:36]=3[CH:35]=2)[C:9](=[O:26])[C:10]=1[CH2:11][C:12]1[CH:17]=[CH:16][C:15]([C:18]2[CH:23]=[CH:22][CH:21]=[CH:20][C:19]=2[C:24]#[N:25])=[CH:14][CH:13]=1)[CH2:2][CH2:3][CH3:4]. The catalyst class is: 297. (6) Reactant: [CH2:1]([N:3]([CH2:11][C:12]1[N:13]=[C:14]2[S:21][C:20]([CH3:22])=[C:19]([CH:23]3[CH2:25][CH:24]3[C:26]([OH:28])=O)[N:15]2[C:16](=[O:18])[CH:17]=1)[C:4]1[CH:9]=[CH:8][C:7]([F:10])=[CH:6][CH:5]=1)[CH3:2].C([N:31](CC)CC)C.ClC(OC(C)C)=O.N.CO. Product: [CH2:1]([N:3]([CH2:11][C:12]1[N:13]=[C:14]2[S:21][C:20]([CH3:22])=[C:19]([CH:23]3[CH2:25][CH:24]3[C:26]([NH2:31])=[O:28])[N:15]2[C:16](=[O:18])[CH:17]=1)[C:4]1[CH:9]=[CH:8][C:7]([F:10])=[CH:6][CH:5]=1)[CH3:2]. The catalyst class is: 7. (7) Reactant: [N+:1]([C:4]1[CH:9]=[CH:8][C:7]([N:10]2[CH2:15][CH2:14][S:13][CH2:12][CH2:11]2)=[CH:6][CH:5]=1)([O-])=O. Product: [N:10]1([C:7]2[CH:6]=[CH:5][C:4]([NH2:1])=[CH:9][CH:8]=2)[CH2:11][CH2:12][S:13][CH2:14][CH2:15]1. The catalyst class is: 29. (8) The catalyst class is: 1. Reactant: ClC1N=C(C(OC)=O)C([N+]([O-])=O)=[C:4]([NH:15][C:16]2[CH:21]=[CH:20][CH:19]=[CH:18][CH:17]=2)N=1.Cl[C:23]1[N:28]=[C:27]([C:29]([O:31]C)=O)[C:26]([N+:33]([O-])=O)=[C:25](Cl)[N:24]=1.[NH2:37][C:38]1C=[CH:42][CH:41]=[CH:40][CH:39]=1.C([N:47](C(C)C)CC)(C)C. Product: [C:16]1([N:15]2[CH:4]=[N:33][C:26]3[C:25]2=[N:24][C:23]([C:41]2[CH:42]=[N:37][CH:38]=[CH:39][CH:40]=2)=[N:28][C:27]=3[C:29]([NH2:47])=[O:31])[CH:17]=[CH:18][CH:19]=[CH:20][CH:21]=1.